From a dataset of Catalyst prediction with 721,799 reactions and 888 catalyst types from USPTO. Predict which catalyst facilitates the given reaction. (1) Reactant: Br[C:2]1[CH:3]=[C:4]2[C:8](=[CH:9][CH:10]=1)[NH:7][N:6]=[C:5]2[CH2:11][CH3:12].C([Li])(C)(C)C.CCCCC.CN(C)[CH:25]=[O:26]. Product: [CH2:11]([C:5]1[C:4]2[C:8](=[CH:9][CH:10]=[C:2]([CH:25]=[O:26])[CH:3]=2)[NH:7][N:6]=1)[CH3:12]. The catalyst class is: 1. (2) Product: [C:8]([OH:9])(=[O:13])[CH:4]([CH2:5][CH2:6][CH3:7])[CH2:3][CH2:2][CH3:1]. The catalyst class is: 26. Reactant: [CH3:1][CH2:2][CH2:3][CH:4]([C:8](N)=[O:9])[CH2:5][CH2:6][CH3:7].C(Cl)(=O)C(Cl)=[O:13].C1C(/C=C/[N+]([O-])=O)=CC(O)=C(O)C=1.